Dataset: Forward reaction prediction with 1.9M reactions from USPTO patents (1976-2016). Task: Predict the product of the given reaction. (1) The product is: [O:33]1[CH2:38][CH2:37][CH2:36][CH2:35][CH:34]1[N:39]1[C:47]2[C:42](=[CH:43][C:44]([NH:48][C:2]3[CH:14]=[CH:13][C:5]([C:6]([O:8][C:9]([CH3:12])([CH3:11])[CH3:10])=[O:7])=[CH:4][CH:3]=3)=[CH:45][CH:46]=2)[CH:41]=[N:40]1. Given the reactants Br[C:2]1[CH:14]=[CH:13][C:5]([C:6]([O:8][C:9]([CH3:12])([CH3:11])[CH3:10])=[O:7])=[CH:4][CH:3]=1.C1OCCOCCOCCOCCOCCOC1.[O:33]1[CH2:38][CH2:37][CH2:36][CH2:35][CH:34]1[N:39]1[C:47]2[C:42](=[CH:43][C:44]([NH2:48])=[CH:45][CH:46]=2)[CH:41]=[N:40]1.C(NC1C(C)=CC(C(OC)=O)=C(C)C=1)(=O)C.CC(C)([O-])C.[Na+].C1C=CC(P(C2C=CC3C(=CC=CC=3)C=2C2C3C(=CC=CC=3)C=CC=2P(C2C=CC=CC=2)C2C=CC=CC=2)C2C=CC=CC=2)=CC=1, predict the reaction product. (2) Given the reactants C(OC(=O)[NH:10][C@H:11]([CH2:42][C:43]1[CH:48]=[CH:47][CH:46]=[CH:45][CH:44]=1)[C:12]([N:14]1[CH2:19][CH2:18][CH:17]([C:20]2[CH:25]=[CH:24][C:23]([O:26]CC3C=CC=CC=3)=[CH:22][C:21]=2[O:34]CC2C=CC=CC=2)[CH2:16][CH2:15]1)=[O:13])C1C=CC=CC=1, predict the reaction product. The product is: [NH2:10][C@H:11]([CH2:42][C:43]1[CH:44]=[CH:45][CH:46]=[CH:47][CH:48]=1)[C:12]([N:14]1[CH2:19][CH2:18][CH:17]([C:20]2[CH:25]=[CH:24][C:23]([OH:26])=[CH:22][C:21]=2[OH:34])[CH2:16][CH2:15]1)=[O:13]. (3) Given the reactants [CH3:1][C:2]1[CH:10]=[CH:9][C:5]([C:6]([OH:8])=O)=[CH:4][C:3]=1[C:11]([F:14])([F:13])[F:12].S(Cl)(Cl)=O.[NH2:19][C:20]1[CH:25]=[CH:24][CH:23]=[CH:22][C:21]=1O.C(N(C(C)C)CC)(C)C.C1(C)C=CC(S(O)(=O)=O)=CC=1, predict the reaction product. The product is: [CH3:1][C:2]1[CH:10]=[CH:9][C:5]([C:6]2[O:8][C:21]3[CH:22]=[CH:23][CH:24]=[CH:25][C:20]=3[N:19]=2)=[CH:4][C:3]=1[C:11]([F:14])([F:13])[F:12]. (4) Given the reactants [C:1]([CH:9]1[CH2:14][CH2:13][CH2:12][CH2:11][C:10]1=O)(=[O:8])[C:2]1[CH:7]=[CH:6][CH:5]=[N:4][CH:3]=1.[CH3:16][O:17][C:18](=[O:29])[C@H:19]([CH2:21][C:22]1[CH:27]=[CH:26][C:25]([OH:28])=[CH:24][CH:23]=1)[NH2:20].O.CO, predict the reaction product. The product is: [CH3:16][O:17][C:18](=[O:29])[CH:19]([NH:20][C:10]1[CH:11]=[CH:12][CH:13]=[CH:14][C:9]=1[C:1](=[O:8])[C:2]1[CH:7]=[CH:6][CH:5]=[N:4][CH:3]=1)[CH2:21][C:22]1[CH:27]=[CH:26][C:25]([OH:28])=[CH:24][CH:23]=1. (5) Given the reactants [Cl:1][C:2]1[C:3]([N:27]([CH3:31])[CH2:28][CH2:29][CH3:30])=[CH:4][C:5]2[N:11]=[C:10]([C:12]3[CH:17]=[CH:16][CH:15]=[C:14]([N:18]4[C:22]([CH2:23]O)=[CH:21][N:20]=[N:19]4)[CH:13]=3)[CH2:9][C:8](=[O:25])[NH:7][C:6]=2[CH:26]=1.S(Cl)(Cl)=O.[Cl-].[NH:37]1[CH2:41][CH2:40][CH2:39][CH2:38]1, predict the reaction product. The product is: [Cl:1][C:2]1[C:3]([N:27]([CH3:31])[CH2:28][CH2:29][CH3:30])=[CH:4][C:5]2[N:11]=[C:10]([C:12]3[CH:17]=[CH:16][CH:15]=[C:14]([N:18]4[C:22]([CH2:23][N:37]5[CH2:41][CH2:40][CH2:39][CH2:38]5)=[CH:21][N:20]=[N:19]4)[CH:13]=3)[CH2:9][C:8](=[O:25])[NH:7][C:6]=2[CH:26]=1. (6) Given the reactants [CH:1]([O:4][CH2:5][CH:6]([O:9][CH2:10][CH:11]([OH:14])[CH2:12][CH3:13])[CH2:7][CH3:8])([CH3:3])[CH3:2].[F:15][C:16]([F:27])([F:26])[C:17](O[C:17](=[O:18])[C:16]([F:27])([F:26])[F:15])=[O:18], predict the reaction product. The product is: [CH:1]([O:4][CH2:5][CH:6]([O:9][CH2:10][CH:11]([O:14][C:17](=[O:18])[C:16]([F:27])([F:26])[F:15])[CH2:12][CH3:13])[CH2:7][CH3:8])([CH3:3])[CH3:2]. (7) Given the reactants [NH2:1][C:2]1[CH:16]=[CH:15][CH:14]=[CH:13][C:3]=1[C:4]([NH:6][CH2:7][CH2:8][CH2:9][C:10]([OH:12])=[O:11])=[O:5].C[Si](Cl)(C)C.C(N(CC)CC)C.CO[C:31]1[CH:39]=[CH:38][C:34]([C:35](Cl)=[O:36])=[CH:33][CH:32]=1.[OH-].[Na+].[ClH:42], predict the reaction product. The product is: [Cl:42][C:31]1[CH:39]=[CH:38][C:34]([C:35]([NH:1][C:2]2[CH:16]=[CH:15][CH:14]=[CH:13][C:3]=2[C:4]([NH:6][CH2:7][CH2:8][CH2:9][C:10]([OH:12])=[O:11])=[O:5])=[O:36])=[CH:33][CH:32]=1. (8) Given the reactants [OH:1][C:2]([CH:5]1[CH2:9][CH2:8][CH:7]([CH3:10])[CH:6]1[OH:11])([CH3:4])[CH3:3].[Cr](Cl)([O-])(=O)=O.[NH+]1C=CC=CC=1.C(OCC)C, predict the reaction product. The product is: [OH:1][C:2]([CH:5]1[CH2:9][CH2:8][CH:7]([CH3:10])[C:6]1=[O:11])([CH3:4])[CH3:3]. (9) Given the reactants [CH3:1][O:2][C:3]1[N:8]=[C:7]([N:9]2[CH2:13][CH2:12][CH2:11][CH2:10]2)[N:6]=[C:5]([C:14]([OH:16])=O)[CH:4]=1.Cl.[F:18][C:19]1[CH:20]=[C:21]([CH:30]([NH2:34])[CH2:31][O:32][CH3:33])[CH:22]=[CH:23][C:24]=1[O:25][C:26]([F:29])([F:28])[F:27].Cl.CN(C)CCCN=C=NCC.ON1C2C=CC=CC=2N=N1, predict the reaction product. The product is: [F:18][C:19]1[CH:20]=[C:21]([CH:30]([NH:34][C:14]([C:5]2[CH:4]=[C:3]([O:2][CH3:1])[N:8]=[C:7]([N:9]3[CH2:10][CH2:11][CH2:12][CH2:13]3)[N:6]=2)=[O:16])[CH2:31][O:32][CH3:33])[CH:22]=[CH:23][C:24]=1[O:25][C:26]([F:29])([F:28])[F:27].